This data is from Forward reaction prediction with 1.9M reactions from USPTO patents (1976-2016). The task is: Predict the product of the given reaction. (1) Given the reactants Cl[C:2]1[N:7]=[C:6]([CH3:8])[CH:5]=[C:4]([S:9][CH3:10])[N:3]=1.[N:11]1([C:17]([O:19][C:20]([CH3:23])([CH3:22])[CH3:21])=[O:18])[CH2:16][CH2:15][NH:14][CH2:13][CH2:12]1.C(N(C(C)C)CC)(C)C, predict the reaction product. The product is: [CH3:8][C:6]1[CH:5]=[C:4]([S:9][CH3:10])[N:3]=[C:2]([N:14]2[CH2:13][CH2:12][N:11]([C:17]([O:19][C:20]([CH3:23])([CH3:22])[CH3:21])=[O:18])[CH2:16][CH2:15]2)[N:7]=1. (2) Given the reactants Cl.Cl.[CH:3]1([NH:6][C:7]([C:9]2[C:17]3[CH:16]=[C:15]([C:18]4[C:23]([Cl:24])=[CH:22][N:21]=[C:20]([NH:25][CH2:26][CH2:27]C5CCNCC5)[N:19]=4)[S:14][C:13]=3[CH:12]=[CH:11][CH:10]=2)=[O:8])[CH2:5][CH2:4]1.C1(NC([C:40]2[C:48]3[CH:47]=[C:46]([C:49]4C([Cl:55])=CN=[C:51](Cl)[N:50]=4)SC=3C=CC=2)=O)CC1.C(OC(N1CCCC(CCCN)C1)=O)(C)(C)C, predict the reaction product. The product is: [ClH:24].[ClH:55].[CH:3]1([NH:6][C:7]([C:9]2[C:17]3[CH:16]=[C:15]([C:18]4[C:23]([Cl:24])=[CH:22][N:21]=[C:20]([NH:25][CH2:26][CH2:27][CH2:40][CH:48]5[CH2:47][CH2:46][CH2:49][NH:50][CH2:51]5)[N:19]=4)[S:14][C:13]=3[CH:12]=[CH:11][CH:10]=2)=[O:8])[CH2:5][CH2:4]1.